Dataset: NCI-60 drug combinations with 297,098 pairs across 59 cell lines. Task: Regression. Given two drug SMILES strings and cell line genomic features, predict the synergy score measuring deviation from expected non-interaction effect. (1) Drug 1: C1=NC2=C(N=C(N=C2N1C3C(C(C(O3)CO)O)F)Cl)N. Drug 2: CN(C(=O)NC(C=O)C(C(C(CO)O)O)O)N=O. Cell line: U251. Synergy scores: CSS=1.14, Synergy_ZIP=-0.535, Synergy_Bliss=0.330, Synergy_Loewe=1.91, Synergy_HSA=-0.0213. (2) Drug 1: CN1CCC(CC1)COC2=C(C=C3C(=C2)N=CN=C3NC4=C(C=C(C=C4)Br)F)OC. Drug 2: C1=NC(=NC(=O)N1C2C(C(C(O2)CO)O)O)N. Cell line: A549. Synergy scores: CSS=6.86, Synergy_ZIP=-2.93, Synergy_Bliss=1.56, Synergy_Loewe=-5.57, Synergy_HSA=0.0143. (3) Drug 1: COC1=CC(=CC(=C1O)OC)C2C3C(COC3=O)C(C4=CC5=C(C=C24)OCO5)OC6C(C(C7C(O6)COC(O7)C8=CC=CS8)O)O. Drug 2: CC1=C(C=C(C=C1)C(=O)NC2=CC(=CC(=C2)C(F)(F)F)N3C=C(N=C3)C)NC4=NC=CC(=N4)C5=CN=CC=C5. Cell line: CAKI-1. Synergy scores: CSS=43.2, Synergy_ZIP=-3.22, Synergy_Bliss=-6.00, Synergy_Loewe=-3.70, Synergy_HSA=-1.39. (4) Drug 1: CC1=C(C=C(C=C1)NC2=NC=CC(=N2)N(C)C3=CC4=NN(C(=C4C=C3)C)C)S(=O)(=O)N.Cl. Synergy scores: CSS=-1.02, Synergy_ZIP=-0.366, Synergy_Bliss=-2.82, Synergy_Loewe=-12.0, Synergy_HSA=-6.02. Cell line: M14. Drug 2: C#CCC(CC1=CN=C2C(=N1)C(=NC(=N2)N)N)C3=CC=C(C=C3)C(=O)NC(CCC(=O)O)C(=O)O.